This data is from Full USPTO retrosynthesis dataset with 1.9M reactions from patents (1976-2016). The task is: Predict the reactants needed to synthesize the given product. (1) Given the product [Br:31][C:32]1[CH:33]=[C:34]2[C:39](=[CH:40][CH:41]=1)[N:38]=[CH:37][CH:36]=[C:35]2[NH:42][C:6]([NH:21][C:19]1[CH:18]=[CH:17][CH:16]=[C:15]([C:14]([F:13])([F:22])[F:23])[N:20]=1)=[O:12], predict the reactants needed to synthesize it. The reactants are: ClC(O[C:6](=[O:12])OC(Cl)(Cl)Cl)(Cl)Cl.[F:13][C:14]([F:23])([F:22])[C:15]1[N:20]=[C:19]([NH2:21])[CH:18]=[CH:17][CH:16]=1.C(N(CC)CC)C.[Br:31][C:32]1[CH:33]=[C:34]2[C:39](=[CH:40][CH:41]=1)[N:38]=[CH:37][CH:36]=[C:35]2[NH2:42]. (2) Given the product [CH3:1][O:2][C:3]([C@@:5]1([F:29])[C@H:7]([C:8]2[CH:9]=[CH:10][C:11]([C:31]3[N:36]=[C:35]([C:37]([F:40])([F:39])[F:38])[CH:34]=[CH:33][N:32]=3)=[CH:12][CH:13]=2)[C@H:6]1[C:23]1[CH:28]=[CH:27][CH:26]=[CH:25][CH:24]=1)=[O:4], predict the reactants needed to synthesize it. The reactants are: [CH3:1][O:2][C:3]([C@@:5]1([F:29])[C@H:7]([C:8]2[CH:13]=[CH:12][C:11](B3OC(C)(C)C(C)(C)O3)=[CH:10][CH:9]=2)[C@H:6]1[C:23]1[CH:28]=[CH:27][CH:26]=[CH:25][CH:24]=1)=[O:4].Br[C:31]1[N:36]=[C:35]([C:37]([F:40])([F:39])[F:38])[CH:34]=[CH:33][N:32]=1.C([O-])([O-])=O.[Na+].[Na+]. (3) Given the product [Br:10][C:11]1[CH:16]=[CH:15][C:14]([F:17])=[CH:13][C:12]=1[O:18][CH2:4][C:3]1[CH:6]=[CH:7][CH:8]=[CH:9][C:2]=1[I:1], predict the reactants needed to synthesize it. The reactants are: [I:1][C:2]1[CH:9]=[CH:8][CH:7]=[CH:6][C:3]=1[CH2:4]Br.[Br:10][C:11]1[CH:16]=[CH:15][C:14]([F:17])=[CH:13][C:12]=1[OH:18].C(=O)([O-])[O-].[K+].[K+].O. (4) Given the product [OH:1][CH2:2][C@H:3]1[CH2:8][CH2:7][C@H:6]([N:9]2[C:10]3[C:11]4[CH:21]=[CH:20][N:19]([CH2:22][O:23][CH2:24][CH2:25][Si:26]([CH3:29])([CH3:28])[CH3:27])[C:12]=4[N:13]=[CH:14][C:15]=3[C:16](=[O:17])[NH:18][C:39]2=[O:40])[CH2:5][CH2:4]1, predict the reactants needed to synthesize it. The reactants are: [OH:1][CH2:2][C@H:3]1[CH2:8][CH2:7][C@H:6]([NH:9][C:10]2[C:15]([C:16]([NH2:18])=[O:17])=[CH:14][N:13]=[C:12]3[N:19]([CH2:22][O:23][CH2:24][CH2:25][Si:26]([CH3:29])([CH3:28])[CH3:27])[CH:20]=[CH:21][C:11]=23)[CH2:5][CH2:4]1.C(N(CC)C(C)C)(C)C.[C:39](N1C=CN=C1)(N1C=CN=C1)=[O:40].[OH-].[Na+]. (5) The reactants are: [Cl:1][C:2]1[CH:7]=[CH:6][C:5]([CH:8]([NH:10][C:11](=[O:16])[C:12]([F:15])([F:14])[F:13])[CH3:9])=[CH:4][C:3]=1[F:17].[N+:18]([O-])([O-:20])=[O:19].[K+]. Given the product [Cl:1][C:2]1[CH:7]=[CH:6][C:5]([CH:8]([NH:10][C:11](=[O:16])[C:12]([F:14])([F:15])[F:13])[CH3:9])=[C:4]([N+:18]([O-:20])=[O:19])[C:3]=1[F:17], predict the reactants needed to synthesize it.